From a dataset of Catalyst prediction with 721,799 reactions and 888 catalyst types from USPTO. Predict which catalyst facilitates the given reaction. (1) Reactant: [NH2:1][C@@H:2]([CH2:6][C:7]1[CH:12]=[CH:11][C:10]([CH3:13])=[CH:9][CH:8]=1)[C:3]([OH:5])=[O:4].O.[C:15]1([CH3:25])[CH:20]=[CH:19][C:18](S(O)(=O)=O)=CC=1.C1(O)CCCC1. Product: [CH:18]1([O:4][C:3](=[O:5])[C@@H:2]([NH2:1])[CH2:6][C:7]2[CH:8]=[CH:9][C:10]([CH3:13])=[CH:11][CH:12]=2)[CH2:19][CH2:20][CH2:15][CH2:25]1. The catalyst class is: 244. (2) Reactant: [Li][CH2:2]CCC.[CH:6]([C@H:8]1[O:16][C@H:15]2[C@H:11]([N:12]=[C:13]([N:17]([CH3:25])[C:18](=[O:24])[O:19][C:20]([CH3:23])([CH3:22])[CH3:21])[S:14]2)[C@@H:10]([O:26][CH2:27][C:28]2[CH:33]=[CH:32][C:31]([O:34][CH3:35])=[CH:30][CH:29]=2)[C@@H:9]1[O:36][CH2:37][C:38]1[CH:43]=[CH:42][C:41]([O:44][CH3:45])=[CH:40][CH:39]=1)=O.OC[C@H]1O[C@H]2[C@H](N=C(N(C)C(=O)OC(C)(C)C)S2)[C@@H](OCC2C=CC(OC)=CC=2)[C@@H]1OCC1C=CC(OC)=CC=1.CN(C)C1S[C@H]2O[C@H](CO)[C@@H](OCC3C=CC(OC)=CC=3)[C@H](OCC3C=CC(OC)=CC=3)[C@H]2N=1. Product: [CH3:45][O:44][C:41]1[CH:42]=[CH:43][C:38]([CH2:37][O:36][C@@H:9]2[C@@H:8]([CH:6]=[CH2:2])[O:16][C@H:15]3[C@H:11]([N:12]=[C:13]([N:17]([CH3:25])[C:18](=[O:24])[O:19][C:20]([CH3:21])([CH3:22])[CH3:23])[S:14]3)[C@H:10]2[O:26][CH2:27][C:28]2[CH:33]=[CH:32][C:31]([O:34][CH3:35])=[CH:30][CH:29]=2)=[CH:39][CH:40]=1. The catalyst class is: 597. (3) Reactant: Cl.[OH:2][CH:3]([C:17]1[C:26]2[C:21](=[CH:22][CH:23]=[CH:24][CH:25]=2)[CH:20]=[CH:19][CH:18]=1)[CH:4]([NH2:16])[CH2:5][C:6]1[CH:11]=[CH:10][C:9]([C:12]([F:15])([F:14])[F:13])=[CH:8][CH:7]=1.[CH:27]1([C:33](Cl)=[O:34])[CH2:32][CH2:31][CH2:30][CH2:29][CH2:28]1.C(=O)([O-])O.[Na+]. Product: [OH:2][CH:3]([C:17]1[C:26]2[C:21](=[CH:22][CH:23]=[CH:24][CH:25]=2)[CH:20]=[CH:19][CH:18]=1)[CH:4]([NH:16][C:33]([CH:27]1[CH2:32][CH2:31][CH2:30][CH2:29][CH2:28]1)=[O:34])[CH2:5][C:6]1[CH:11]=[CH:10][C:9]([C:12]([F:13])([F:14])[F:15])=[CH:8][CH:7]=1. The catalyst class is: 84. (4) Reactant: [NH3:1].Cl[C:3]1[C:8]([Cl:9])=[C:7]([CH:10]([O:14][CH2:15][CH3:16])[O:11][CH2:12][CH3:13])[N:6]=[C:5]([CH:17]2[CH2:19][CH2:18]2)[N:4]=1. Product: [Cl:9][C:8]1[C:3]([NH2:1])=[N:4][C:5]([CH:17]2[CH2:19][CH2:18]2)=[N:6][C:7]=1[CH:10]([O:14][CH2:15][CH3:16])[O:11][CH2:12][CH3:13]. The catalyst class is: 8. (5) Reactant: [NH2:1]/[C:2](=[N:12]\[O:13][C:14]([C@H:16]1[CH2:20][CH2:19][C@H:18]([NH:21][C:22](=[O:28])[O:23][C:24]([CH3:27])([CH3:26])[CH3:25])[CH2:17]1)=O)/[C:3]([F:11])([F:10])[C:4]1[CH:9]=[CH:8][CH:7]=[CH:6][CH:5]=1.O.O.O.C([O-])(=O)C.[Na+]. Product: [F:10][C:3]([F:11])([C:4]1[CH:9]=[CH:8][CH:7]=[CH:6][CH:5]=1)[C:2]1[N:1]=[C:14]([C@H:16]2[CH2:20][CH2:19][C@H:18]([NH:21][C:22](=[O:28])[O:23][C:24]([CH3:27])([CH3:26])[CH3:25])[CH2:17]2)[O:13][N:12]=1. The catalyst class is: 8. (6) Reactant: [CH3:1][N:2]([CH3:15])[C:3]1[CH:4]=[CH:5][C:6]2[C:12](=O)[CH2:11][CH2:10][CH2:9][CH2:8][C:7]=2[CH:14]=1.[CH3:16][O:17][C:18]1[CH:25]=[C:24]([O:26][CH3:27])[CH:23]=[CH:22][C:19]=1[CH2:20][NH2:21].CCN(CC)CC. Product: [CH3:16][O:17][C:18]1[CH:25]=[C:24]([O:26][CH3:27])[CH:23]=[CH:22][C:19]=1[CH2:20][N:21]=[C:12]1[C:6]2[CH:5]=[CH:4][C:3]([N:2]([CH3:15])[CH3:1])=[CH:14][C:7]=2[CH2:8][CH2:9][CH2:10][CH2:11]1. The catalyst class is: 388. (7) Reactant: [C:1]1([NH:7][C:8]([O:10][C:11]2[CH:12]=[CH:13][C:14]3[CH2:15][C@H:16]4[NH:27][CH2:26][CH2:25][C@@:22]5([C:23]=3[CH:24]=2)[C@H:17]4[CH2:18][CH2:19][CH2:20][CH2:21]5)=[O:9])[CH:6]=[CH:5][CH:4]=[CH:3][CH:2]=1.Cl.C(=O)([O-])[O-].[K+].[K+].Br[CH2:36][CH2:37][CH2:38][Cl:39]. Product: [C:1]1([NH:7][C:8]([O:10][C:11]2[CH:12]=[CH:13][C:14]3[CH2:15][C@H:16]4[N:27]([CH2:36][CH2:37][CH2:38][Cl:39])[CH2:26][CH2:25][C@@:22]5([C:23]=3[CH:24]=2)[C@H:17]4[CH2:18][CH2:19][CH2:20][CH2:21]5)=[O:9])[CH:2]=[CH:3][CH:4]=[CH:5][CH:6]=1. The catalyst class is: 3. (8) Reactant: C(Cl)CCl.[NH2:5][C:6]1[N:11]=[CH:10][C:9](/[CH:12]=[CH:13]/[C:14]([OH:16])=O)=[CH:8][CH:7]=1.[CH2:17]([N:19]1[C:27]2[C:22](=[CH:23][CH:24]=[CH:25][CH:26]=2)[C:21]([CH2:28][NH:29][CH3:30])=[CH:20]1)[CH3:18].C1C=CC2N(O)N=NC=2C=1.O.C(N(C(C)C)CC)(C)C. Product: [NH2:5][C:6]1[N:11]=[CH:10][C:9](/[CH:12]=[CH:13]/[C:14]([N:29]([CH2:28][C:21]2[C:22]3[C:27](=[CH:26][CH:25]=[CH:24][CH:23]=3)[N:19]([CH2:17][CH3:18])[CH:20]=2)[CH3:30])=[O:16])=[CH:8][CH:7]=1. The catalyst class is: 3.